This data is from Catalyst prediction with 721,799 reactions and 888 catalyst types from USPTO. The task is: Predict which catalyst facilitates the given reaction. Reactant: [F:1][C:2]1[CH:16]=[CH:15][CH:14]=[C:13]([N+:17]([O-])=O)[C:3]=1[C:4]([NH:6][C:7]1[CH:12]=[CH:11][CH:10]=[CH:9][CH:8]=1)=[O:5].C([O-])=O.[NH4+]. The catalyst class is: 190. Product: [NH2:17][C:13]1[CH:14]=[CH:15][CH:16]=[C:2]([F:1])[C:3]=1[C:4]([NH:6][C:7]1[CH:12]=[CH:11][CH:10]=[CH:9][CH:8]=1)=[O:5].